Dataset: Forward reaction prediction with 1.9M reactions from USPTO patents (1976-2016). Task: Predict the product of the given reaction. (1) Given the reactants [NH2:1][C:2]1[CH:3]=[C:4]([C:20]2[N:21]=[C:22]([C:25]3[CH:30]=[CH:29][N:28]=[CH:27][CH:26]=3)[S:23][CH:24]=2)[C:5](=[O:19])[N:6](CC2C=CC(OC)=CC=2)[C:7]=1[CH2:8][CH3:9].Cl[CH2:32][CH2:33][CH2:34][S:35](Cl)(=[O:37])=[O:36].COC1C=C(S)C=CC=1.C(O)(C(F)(F)F)=O, predict the reaction product. The product is: [O:36]=[S:35]1(=[O:37])[CH2:34][CH2:33][CH2:32][N:1]1[C:2]1[CH:3]=[C:4]([C:20]2[N:21]=[C:22]([C:25]3[CH:26]=[CH:27][N:28]=[CH:29][CH:30]=3)[S:23][CH:24]=2)[C:5](=[O:19])[NH:6][C:7]=1[CH2:8][CH3:9]. (2) Given the reactants [CH3:1][O:2][C:3]1[C:4]([Cl:26])=[CH:5][C:6]2[NH:10][C:9](=[O:11])[N:8]([CH:12]3[CH2:17][CH2:16][N:15](C(OC(C)(C)C)=O)[CH2:14][CH2:13]3)[C:7]=2[CH:25]=1.Cl, predict the reaction product. The product is: [ClH:26].[CH3:1][O:2][C:3]1[C:4]([Cl:26])=[CH:5][C:6]2[NH:10][C:9](=[O:11])[N:8]([CH:12]3[CH2:13][CH2:14][NH:15][CH2:16][CH2:17]3)[C:7]=2[CH:25]=1.